This data is from Forward reaction prediction with 1.9M reactions from USPTO patents (1976-2016). The task is: Predict the product of the given reaction. (1) The product is: [F:15][C:16]1[CH:21]=[CH:20][C:19]([F:22])=[CH:18][C:17]=1[C:23]1[N:25]=[C:4]([CH2:3][C:2]([C:9]2[CH:10]=[CH:11][N:12]=[CH:13][CH:14]=2)=[O:1])[O:6][N:24]=1. Given the reactants [O:1]=[C:2]([C:9]1[CH:14]=[CH:13][N:12]=[CH:11][CH:10]=1)[CH2:3][C:4]([O:6]CC)=O.[F:15][C:16]1[CH:21]=[CH:20][C:19]([F:22])=[CH:18][C:17]=1[C:23](=[N:25]O)[NH2:24], predict the reaction product. (2) Given the reactants I[CH2:2][CH3:3].[CH2:4]([NH:11][C:12](=[O:34])[N:13]([C:15]1[CH:16]=[C:17]([C:21]2[CH:26]=[CH:25][C:24]([CH2:27][CH2:28][C:29]([O:31][CH3:32])=[O:30])=[CH:23][C:22]=2[OH:33])[CH:18]=[CH:19][CH:20]=1)[CH3:14])[CH2:5][CH2:6][CH2:7][CH2:8][CH2:9][CH3:10].C(=O)([O-])[O-].[K+].[K+], predict the reaction product. The product is: [CH2:2]([O:33][C:22]1[CH:23]=[C:24]([CH2:27][CH2:28][C:29]([O:31][CH3:32])=[O:30])[CH:25]=[CH:26][C:21]=1[C:17]1[CH:18]=[CH:19][CH:20]=[C:15]([N:13]([CH3:14])[C:12]([NH:11][CH2:4][CH2:5][CH2:6][CH2:7][CH2:8][CH2:9][CH3:10])=[O:34])[CH:16]=1)[CH3:3]. (3) Given the reactants [S:1]([NH2:11])(=[O:10])([C:3]1[CH:8]=[CH:7][C:6]([NH2:9])=[CH:5][CH:4]=1)=[O:2].Cl[C:13]1[CH:18]=[C:17]([O:19][C:20]2[C:21]([C:27]3[CH:32]=[CH:31][CH:30]=[CH:29][N:28]=3)=[N:22][C:23]([CH3:26])=[CH:24][CH:25]=2)[CH:16]=[CH:15][N:14]=1.C([O-])([O-])=O.[Cs+].[Cs+].CC1(C)C2C(=C(P(C3C=CC=CC=3)C3C=CC=CC=3)C=CC=2)OC2C(P(C3C=CC=CC=3)C3C=CC=CC=3)=CC=CC1=2, predict the reaction product. The product is: [CH3:26][C:23]1[N:22]=[C:21]([C:27]2[CH:32]=[CH:31][CH:30]=[CH:29][N:28]=2)[C:20]([O:19][C:17]2[CH:16]=[CH:15][N:14]=[C:13]([NH:9][C:6]3[CH:5]=[CH:4][C:3]([S:1]([NH2:11])(=[O:10])=[O:2])=[CH:8][CH:7]=3)[CH:18]=2)=[CH:25][CH:24]=1. (4) Given the reactants [N:1]1[CH:6]=[CH:5][CH:4]=[CH:3][C:2]=1[C:7]1[CH:15]=[CH:14][CH:13]=[C:12]2[C:8]=1[CH2:9][C:10](=[O:16])[NH:11]2.[CH3:17][C:18]1[C:22]([C:23]([N:25]2[CH2:30][CH2:29][N:28]([CH3:31])[CH2:27][CH2:26]2)=[O:24])=[C:21]([CH3:32])[NH:20][C:19]=1[CH:33]=O.N1CCCCC1, predict the reaction product. The product is: [CH3:17][C:18]1[C:22]([C:23]([N:25]2[CH2:26][CH2:27][N:28]([CH3:31])[CH2:29][CH2:30]2)=[O:24])=[C:21]([CH3:32])[NH:20][C:19]=1[CH:33]=[C:9]1[C:8]2[C:12](=[CH:13][CH:14]=[CH:15][C:7]=2[C:2]2[CH:3]=[CH:4][CH:5]=[CH:6][N:1]=2)[NH:11][C:10]1=[O:16]. (5) Given the reactants [CH2:1]([O:3][C:4](=[O:13])[C:5]1[CH:10]=[CH:9][C:8]([NH:11][NH2:12])=[CH:7][CH:6]=1)[CH3:2].O=[C:15]([CH3:19])[CH2:16][C:17]#[N:18].Cl, predict the reaction product. The product is: [NH2:18][C:17]1[N:11]([C:8]2[CH:9]=[CH:10][C:5]([C:4]([O:3][CH2:1][CH3:2])=[O:13])=[CH:6][CH:7]=2)[N:12]=[C:15]([CH3:19])[CH:16]=1.